This data is from Forward reaction prediction with 1.9M reactions from USPTO patents (1976-2016). The task is: Predict the product of the given reaction. (1) Given the reactants [P:1]([O-:13])([O:8][C:9]([CH3:12])([CH3:11])[CH3:10])([O:3][C:4]([CH3:7])([CH3:6])[CH3:5])=[O:2].[Cl:14][CH2:15]I, predict the reaction product. The product is: [P:1]([O:13][CH2:15][Cl:14])([O:3][C:4]([CH3:6])([CH3:7])[CH3:5])([O:8][C:9]([CH3:12])([CH3:11])[CH3:10])=[O:2]. (2) Given the reactants Cl.[F:2][C:3]([F:20])([F:19])[C:4]1[CH:5]=[C:6]([CH:16]=[CH:17][CH:18]=1)[O:7][C:8]1[CH:13]=[CH:12][C:11]([NH:14][NH2:15])=[CH:10][CH:9]=1.N1C=CC=CC=1.Cl[C:28]([O:30][CH:31]([CH3:33])[CH3:32])=[O:29], predict the reaction product. The product is: [F:2][C:3]([F:19])([F:20])[C:4]1[CH:5]=[C:6]([CH:16]=[CH:17][CH:18]=1)[O:7][C:8]1[CH:9]=[CH:10][C:11]([NH:14][NH:15][C:28]([O:30][CH:31]([CH3:33])[CH3:32])=[O:29])=[CH:12][CH:13]=1. (3) Given the reactants [F:1][C:2]1[CH:3]=[C:4]([S:8]([C:11]2[CH:20]=[C:19]3[C:14]([CH:15]([CH2:21][C:22](O)=[O:23])[CH2:16][CH2:17][O:18]3)=[CH:13][CH:12]=2)(=[O:10])=[O:9])[CH:5]=[CH:6][CH:7]=1.S(C)C, predict the reaction product. The product is: [F:1][C:2]1[CH:3]=[C:4]([S:8]([C:11]2[CH:20]=[C:19]3[C:14]([CH:15]([CH2:21][CH2:22][OH:23])[CH2:16][CH2:17][O:18]3)=[CH:13][CH:12]=2)(=[O:10])=[O:9])[CH:5]=[CH:6][CH:7]=1. (4) Given the reactants [OH:1][C:2]1[CH:7]=[CH:6][C:5]([C:8]2[CH:12]=[C:11]([C:13]([NH2:15])=[O:14])[O:10][N:9]=2)=[CH:4][CH:3]=1.C([O-])([O-])=O.[K+].[K+].[Cl:22][C:23]1[CH:30]=[CH:29][CH:28]=[C:27]([F:31])[C:24]=1[CH2:25]Cl, predict the reaction product. The product is: [Cl:22][C:23]1[CH:30]=[CH:29][CH:28]=[C:27]([F:31])[C:24]=1[CH2:25][O:1][C:2]1[CH:3]=[CH:4][C:5]([C:8]2[CH:12]=[C:11]([C:13]([NH2:15])=[O:14])[O:10][N:9]=2)=[CH:6][CH:7]=1.